From a dataset of Experimentally validated miRNA-target interactions with 360,000+ pairs, plus equal number of negative samples. Binary Classification. Given a miRNA mature sequence and a target amino acid sequence, predict their likelihood of interaction. (1) The miRNA is mmu-miR-3102-5p with sequence GUGAGUGGCCAGGGUGGGGCUG. The protein sequence of the target gene is MHLKPYWKLQKKEHPPEVSRETQRTPMNHQKAVNDETCKASHITSSVFPSASLGKASSRKPFGILSPNVLCSMSGKSPVESSLNVKTKKNAPSATIHQGEEEGPLDIWAVVKPGNTKEKIAFFASHQCSNRIGSMKIKSSWDIDGRATKRRKKSGDLKKAKVQVERMREVNSRCYQPEPFACGIEHCSVHYVSDSGDGVYAGRPLSVIQMVAFLEQRASALLASCSKNCTNSPAIVRFSGQSRGVPAVSESYSAPGACEEPTERGNLEVGEPQSEPVRVLDMVAKLESECLKRQGQREPG.... Result: 0 (no interaction). (2) Result: 1 (interaction). The protein sequence of the target gene is MHPRRPEGFDGLGYRGGVRDDPAFGGPFHARSFGSGTELGHWVTTPPDIPGSRNLHWGEKSPSYGVPSAPPTLEGSAEEPFPGGGEGPRPGPSSEQLNRFAGFGIGLASLFTENVLAHPCIVLRRQCQVNYHARHYHLTPFSIINIMYSFNKTQGPRALWKGMGSTFIVQGVTLGAEGIISEFTPLPREVSHKLNPKQIGEHLLLKCLTYMVAMPFYSASLIETVQSEIIRDNTGILECVKEGIGRVIGLGVPHSKRLLPLFSLIFPTVLHGVLHYIISSIIQKIVLLILKRKTYNSHLA.... The miRNA is mmu-miR-223-3p with sequence UGUCAGUUUGUCAAAUACCCCA. (3) The miRNA is rno-miR-181d-3p with sequence CCACCGGGGGAUGAAUGUCA. The protein sequence of the target gene is MSGRSVRAETRSRAKDDIKRVMAAIEKVRKWEKKWVTVGDTSLRIYKWVPVTEPKVDDKNKNKKKGKDEKCGSEVTTPENSSSPGMMDMHDDNSNQSSIADASPIKQENSSNSSPAPETNPPVPSDGTEAKADEAQADGKEHPGAEDASEEQNSQSSMENSVNSSEKAERQPSAESGLAAETSAVSQDLEGVPPSKKMKLEASQQNSEEM. Result: 0 (no interaction). (4) The miRNA is hsa-miR-1277-5p with sequence AAAUAUAUAUAUAUAUGUACGUAU. The protein sequence of the target gene is MGLRAAPSSAAAAAAEVEQRRSPGLCPPPLELLLLLLFSLGLLHAGDCQQPAQCRIQKCTTDFVSLTSHLNSAVDGFDSEFCKALRAYAGCTQRTSKACRGNLVYHSAVLGISDLMSQRNCSKDGPTSSTNPEVTHDPCNYHSHAGAREHRRGDQNPPSYLFCGLFGDPHLRTFKDNFQTCKVEGAWPLIDNNYLSVQVTNVPVVPGSSATATNKITIIFKAHHECTDQKVYQAVTDDLPAAFVDGTTSGGDSDAKSLRIVERESGHYVEMHARYIGTTVFVRQVGRYLTLAIRMPEDLA.... Result: 1 (interaction). (5) The miRNA is bta-miR-20b with sequence CAAAGUGCUCACAGUGCAGGUA. The protein sequence of the target gene is MGNSYAGQLKSTRFEEVLHNSIEASLRSNTLVPRPIFSQLYLEAEQQLSSLEGGSRADNEEEEEDGEGGLEPSSPPNAYQLPPPPEGCCTTDGFCQAGKDLRLVSISSEPIEVPAGFLLVGAKSPSLPDHLLVCAVDKRFLPDDNGHNALLGFSGNCVGCGKKGFCYFTEFSNHINLKLTTQPKKQKHLKYYLVRNAQGALTKGPLICWKGSEFRGRQNSTNTCSSSLFPPLESSGSLAAFPTEPVPGTNPSVPVGAQQAGPASDHPSVTTATGPAVFNGKDSPKHPQLVKSSLSALPRP.... Result: 0 (no interaction). (6) Result: 0 (no interaction). The protein sequence of the target gene is MAATMKKAAAEDVNVTFEDQQKINKFARNTSRITELKEEIEVKKKQLQNLEDACDDIMLADDDCLMIPYQIGDVFISHSQEETQEMLEEAKKNLQEEIDALESRVESIQRVLADLKVQLYAKFGSNINLEADES. The miRNA is hsa-miR-154-5p with sequence UAGGUUAUCCGUGUUGCCUUCG. (7) The miRNA is mmu-miR-195a-5p with sequence UAGCAGCACAGAAAUAUUGGC. The protein sequence of the target gene is MEPISVSIYTSDNYSEEVGSGDYDSNKEPCFRDENVHFNRIFLPTIYFIIFLTGIVGNGLVILVMGYQKKLRSMTDKYRLHLSVADLLFVITLPFWAVDAMADWYFGKFLCKAVHIIYTVNLYSSVLILAFISLDRYLAIVHATNSQRPRKLLAEKAVYVGVWIPALLLTIPDFIFADVSQGDISQGDDRYICDRLYPDSLWMVVFQFQHIMVGLILPGIVILSCYCIIISKLSHSKGHQKRKALKTTVILILAFFACWLPYYVGISIDSFILLGVIKQGCDFESIVHKWISITEALAFF.... Result: 0 (no interaction).